From a dataset of Forward reaction prediction with 1.9M reactions from USPTO patents (1976-2016). Predict the product of the given reaction. (1) Given the reactants [Br:1][C:2]1[CH:3]=[C:4]2[C:9](=[CH:10][CH:11]=1)[C:8](=[O:12])[NH:7][C:6](=[O:13])/[C:5]/2=[CH:14]\[NH:15][CH2:16][C:17]1[CH:27]=[C:26]([OH:28])[C:20]2[O:21][C:22]([CH3:25])([CH3:24])[O:23][C:19]=2[CH:18]=1.N1C=CC=CC=1.[CH:35]1([C:38](Cl)=[O:39])[CH2:37][CH2:36]1, predict the reaction product. The product is: [CH:35]1([C:38]([O:28][C:26]2[C:20]3[O:21][C:22]([CH3:25])([CH3:24])[O:23][C:19]=3[CH:18]=[C:17]([CH2:16][NH:15]/[CH:14]=[C:5]3\[C:6](=[O:13])[NH:7][C:8](=[O:12])[C:9]4[C:4]\3=[CH:3][C:2]([Br:1])=[CH:11][CH:10]=4)[CH:27]=2)=[O:39])[CH2:37][CH2:36]1. (2) The product is: [CH2:12]([N:5]1[C:6]2[C:11](=[CH:10][CH:9]=[CH:8][CH:7]=2)[C:3]2([C:18]3[CH:19]=[N:20][CH:21]=[CH:22][C:23]=3[O:1][CH2:2]2)[C:4]1=[O:17])[CH2:13][CH2:14][CH2:15][CH3:16]. Given the reactants [OH:1][CH2:2][C:3]1([C:18]2[CH:19]=[N:20][CH:21]=[CH:22][C:23]=2O)[C:11]2[C:6](=[CH:7][CH:8]=[CH:9][CH:10]=2)[N:5]([CH2:12][CH2:13][CH2:14][CH2:15][CH3:16])[C:4]1=[O:17].C1(P(C2C=CC=CC=2)C2C=CC=CC=2)C=CC=CC=1.N(C(OCC)=O)=NC(OCC)=O, predict the reaction product. (3) Given the reactants [Cl:1][C:2]1[CH:3]=[C:4]([C:12]2[O:16][N:15]=[C:14]([C:17]3[CH:18]=[C:19]4[C:23](=[CH:24][CH:25]=3)[N:22]([CH2:26][CH2:27][C:28]([O:30]CC)=[O:29])[CH:21]=[CH:20]4)[N:13]=2)[CH:5]=[CH:6][C:7]=1[O:8][CH:9]([CH3:11])[CH3:10].[OH-].[Na+], predict the reaction product. The product is: [Cl:1][C:2]1[CH:3]=[C:4]([C:12]2[O:16][N:15]=[C:14]([C:17]3[CH:18]=[C:19]4[C:23](=[CH:24][CH:25]=3)[N:22]([CH2:26][CH2:27][C:28]([OH:30])=[O:29])[CH:21]=[CH:20]4)[N:13]=2)[CH:5]=[CH:6][C:7]=1[O:8][CH:9]([CH3:11])[CH3:10]. (4) Given the reactants [ClH:1].Cl.[NH2:3][CH:4]1[CH2:9][CH2:8][N:7]([CH2:10][CH2:11][N:12]2[C:21]3[C:16](=[N:17][CH:18]=[C:19]([F:22])[CH:20]=3)[CH:15]=[CH:14][C:13]2=[O:23])[CH2:6][CH2:5]1.C([N:26]([CH2:29][CH3:30])[CH2:27][CH3:28])C.N1[C:36]2[O:37]CCO[C:35]=2[CH:34]=[C:33]([CH:41]=O)N=1.[BH-](OC(C)=O)(OC(C)=O)OC(C)=O.[Na+].C([O-])(O)=O.[Na+], predict the reaction product. The product is: [ClH:1].[O:37]1[C:30]2=[CH:29][N:26]=[C:27]([CH2:28][NH:3][CH:4]3[CH2:5][CH2:6][N:7]([CH2:10][CH2:11][N:12]4[C:21]5[C:16](=[N:17][CH:18]=[C:19]([F:22])[CH:20]=5)[CH:15]=[CH:14][C:13]4=[O:23])[CH2:8][CH2:9]3)[CH:41]=[C:33]2[CH2:34][CH2:35][CH2:36]1.